From a dataset of Reaction yield outcomes from USPTO patents with 853,638 reactions. Predict the reaction yield, written as a fraction of the theoretical maximum amount of product (1.0 means a 100% yield; for example, 0.34 means a 34% yield). (1) The reactants are [NH:1]1[C:9]2[C:4](=[CH:5][C:6]([O:10][C:11]3[CH:16]=[CH:15][N:14]=[C:13]([NH2:17])[CH:12]=3)=[CH:7][CH:8]=2)[CH:3]=[CH:2]1.[H-].[Na+].[CH2:20]([CH:22]([NH:25][C:26](=O)[O:27]C1C=CC=CC=1)[CH2:23][CH3:24])[CH3:21]. The catalyst is CN(C)C=O. The product is [CH2:20]([CH:22]([NH:25][C:26]([N:1]1[C:9]2[C:4](=[CH:5][C:6]([O:10][C:11]3[CH:16]=[CH:15][N:14]=[C:13]([NH2:17])[CH:12]=3)=[CH:7][CH:8]=2)[CH:3]=[CH:2]1)=[O:27])[CH2:23][CH3:24])[CH3:21]. The yield is 0.710. (2) The reactants are [NH2:1][C:2]1[C:11]2[C:6](=[CH:7][CH:8]=[CH:9][CH:10]=2)[C:5]([CH2:12][CH2:13][C:14]([OH:16])=O)=[CH:4][CH:3]=1.Cl.[CH3:18][O:19][C:20](=[O:34])[C:21]1[C:26]([OH:27])=[CH:25][CH:24]=[CH:23][C:22]=1[O:28][CH2:29][CH2:30][CH2:31][CH2:32][NH2:33].F[B-](F)(F)F.N1(OC(=[N+](C)C)N(C)C)C2C=CC=CC=2N=N1.C(N(CC)C(C)C)(C)C. The catalyst is CN(C=O)C.O. The product is [NH2:1][C:2]1[C:11]2[C:6](=[CH:7][CH:8]=[CH:9][CH:10]=2)[C:5]([CH2:12][CH2:13][C:14]([NH:33][CH2:32][CH2:31][CH2:30][CH2:29][O:28][C:22]2[CH:23]=[CH:24][CH:25]=[C:26]([OH:27])[C:21]=2[C:20]([O:19][CH3:18])=[O:34])=[O:16])=[CH:4][CH:3]=1. The yield is 0.520. (3) The product is [Cl:8][C:9]1[CH:14]=[C:13]([Cl:15])[CH:12]=[CH:11][C:10]=1[C@H:16]([N:18]1[C:22]2[CH:23]=[C:24]([N:27]3[CH2:28][CH2:29][N:30]([C:33]([C@H:35]4[CH2:39][CH2:38][CH2:37][NH:36]4)=[O:34])[CH2:31][CH2:32]3)[CH:25]=[CH:26][C:21]=2[N:20]=[CH:19]1)[CH3:17]. The yield is 0.380. The catalyst is ClCCl. The reactants are FC(F)(F)C(O)=O.[Cl:8][C:9]1[CH:14]=[C:13]([Cl:15])[CH:12]=[CH:11][C:10]=1[C@H:16]([N:18]1[C:22]2[CH:23]=[C:24]([N:27]3[CH2:32][CH2:31][N:30]([C:33]([C@H:35]4[CH2:39][CH2:38][CH2:37][N:36]4C(OC(C)(C)C)=O)=[O:34])[CH2:29][CH2:28]3)[CH:25]=[CH:26][C:21]=2[N:20]=[CH:19]1)[CH3:17]. (4) The reactants are [CH3:1][C:2]([CH3:14])([O:4][C:5]([NH:7][C:8]([CH3:13])([C:10](O)=[O:11])[CH3:9])=[O:6])[CH3:3].F[P-](F)(F)(F)(F)F.N1(O[P+](N2CCCC2)(N2CCCC2)N2CCCC2)C2C=CC=CC=2N=N1.CCN(C(C)C)C(C)C.O.S(O)(O)(=O)=O.O[NH:64][C:65]([NH2:67])=[NH:66]. The catalyst is CN(C=O)C. The product is [C:2]([O:4][C:5](=[O:6])[NH:7][C:8]([C:10]1[O:11][N:66]=[C:65]([NH2:67])[N:64]=1)([CH3:13])[CH3:9])([CH3:14])([CH3:3])[CH3:1]. The yield is 0.0890. (5) The catalyst is ClCCl.CN(C)C1C=CN=CC=1. The reactants are [C:1]([C:4]1[O:46][C:7]([CH2:8][N:9]([C:33]2[CH:38]=[CH:37][CH:36]=[C:35]([CH2:39][N:40]3[CH2:45][CH2:44][CH2:43][CH2:42][CH2:41]3)[CH:34]=2)[C:10](=[O:32])[CH2:11][CH2:12][N:13]2[CH2:17][CH2:16][N:15]([CH2:18][C:19]3[CH:24]=[C:23]([CH3:25])[CH:22]=[C:21]([CH3:26])[CH:20]=3)[C:14]2=[C:27]([C:30]#[N:31])[C:28]#[N:29])=[CH:6][CH:5]=1)([OH:3])=O.Cl.CN(C)CCCN=C=NCC.[CH3:59][S:60]([NH2:63])(=[O:62])=[O:61].O. The product is [CH3:59][S:60]([NH:63][C:1]([C:4]1[O:46][C:7]([CH2:8][N:9]([C:33]2[CH:38]=[CH:37][CH:36]=[C:35]([CH2:39][N:40]3[CH2:41][CH2:42][CH2:43][CH2:44][CH2:45]3)[CH:34]=2)[C:10](=[O:32])[CH2:11][CH2:12][N:13]2[CH2:17][CH2:16][N:15]([CH2:18][C:19]3[CH:24]=[C:23]([CH3:25])[CH:22]=[C:21]([CH3:26])[CH:20]=3)[C:14]2=[C:27]([C:28]#[N:29])[C:30]#[N:31])=[CH:6][CH:5]=1)=[O:3])(=[O:62])=[O:61]. The yield is 0.240. (6) The reactants are [C:1]([C:5]1[CH:10]=[CH:9][C:8]([C:11]2[CH:16]=[CH:15][C:14]([C:17]([CH3:20])([CH3:19])[CH3:18])=[CH:13][CH:12]=2)=[CH:7][CH:6]=1)([CH3:4])([CH3:3])[CH3:2].C(OC(=O)C)(=O)C.C(O)(=O)C.[N+:32]([O-])([OH:34])=[O:33]. The catalyst is C(Cl)(Cl)Cl. The product is [C:17]([C:14]1[CH:13]=[CH:12][C:11]([C:8]2[CH:9]=[CH:10][C:5]([C:1]([CH3:4])([CH3:3])[CH3:2])=[CH:6][CH:7]=2)=[C:16]([N+:32]([O-:34])=[O:33])[CH:15]=1)([CH3:20])([CH3:19])[CH3:18]. The yield is 0.630. (7) The reactants are [NH2:1][C:2]1[CH:10]=[CH:9][C:5]([C:6]([OH:8])=O)=[CH:4][N:3]=1.[F:11][C:12]1[CH:13]=[C:14]([CH:23]=[CH:24][CH:25]=1)[O:15][C:16]1[S:20]C(CN)=C[CH:17]=1.F[P-](F)(F)(F)(F)F.N1([P+](N(C)C)(N(C)C)N(C)C)C2C=CC=C[C:36]=2N=N1.C([N:54]([CH2:57][CH3:58])CC)C. The catalyst is CN(C)C=O.CO.C(OCC)(=O)C.O. The product is [NH2:1][C:2]1[CH:10]=[CH:9][C:5]([C:6]([NH:54][C:57]2[S:20][C:16]([O:15][C:14]3[CH:23]=[CH:24][CH:25]=[C:12]([F:11])[CH:13]=3)=[CH:17][CH:58]=2)=[O:8])=[C:4]([CH3:36])[N:3]=1. The yield is 0.439. (8) The reactants are Cl[C:2]1[N:9]=[CH:8][CH:7]=[CH:6][C:3]=1[C:4]#[N:5].[F:10][C:11]1[CH:16]=[C:15]([F:17])[CH:14]=[C:13]([F:18])[C:12]=1B(O)O. No catalyst specified. The product is [F:10][C:11]1[CH:16]=[C:15]([F:17])[CH:14]=[C:13]([F:18])[C:12]=1[C:2]1[N:9]=[CH:8][CH:7]=[CH:6][C:3]=1[C:4]#[N:5]. The yield is 0.820. (9) The reactants are [CH3:1][N:2]1[CH:6]=[C:5](B2OC(C)(C)C(C)(C)O2)[CH:4]=[N:3]1.C(=O)([O-])[O-].[K+].[K+].Br[C:23]1[CH:24]=[CH:25][C:26]([NH2:31])=[N:27][C:28]=1[O:29][CH3:30].O. The catalyst is O1CCOCC1.C(Cl)Cl.CO. The product is [CH3:30][O:29][C:28]1[N:27]=[C:26]([NH2:31])[CH:25]=[CH:24][C:23]=1[C:5]1[CH:4]=[N:3][N:2]([CH3:1])[CH:6]=1. The yield is 0.590.